Dataset: Catalyst prediction with 721,799 reactions and 888 catalyst types from USPTO. Task: Predict which catalyst facilitates the given reaction. (1) Product: [CH3:14][C:2]1([CH3:1])[O:6][C@H:5]2[O:7][C@H:8]([C@@H:10]([O:13][C:15](=[O:17])[CH3:16])[CH2:11][CH3:12])[CH2:9][C@H:4]2[O:3]1. Reactant: [CH3:1][C:2]1([CH3:14])[O:6][C@H:5]2[O:7][C@H:8]([C@@H:10]([OH:13])[CH2:11][CH3:12])[CH2:9][C@H:4]2[O:3]1.[C:15](OC(=O)C)(=[O:17])[CH3:16]. The catalyst class is: 79. (2) Reactant: [C:1]([C:3]1[CH:8]=[CH:7][CH:6]=[CH:5][C:4]=1[C:9]1[CH:10]=[CH:11][C:12](/[CH:15]=[CH:16]/[C@@H:17]2[C@H:25]3[C@:21]([CH:28]([CH3:36])[C:29]([O:31][C:32]([CH3:35])([CH3:34])[CH3:33])=[O:30])([C:22](=[O:27])[O:23][C@@H:24]3[CH3:26])[CH2:20][C:19]([F:38])([F:37])[C@H:18]2[CH3:39])=[N:13][CH:14]=1)#[N:2].[CH3:40][Si]([N-][Si](C)(C)C)(C)C.[Li+].IC. Product: [C:1]([C:3]1[CH:8]=[CH:7][CH:6]=[CH:5][C:4]=1[C:9]1[CH:10]=[CH:11][C:12](/[CH:15]=[CH:16]/[C@@H:17]2[C@H:25]3[C:21]([C:28]([CH3:40])([CH3:36])[C:29]([O:31][C:32]([CH3:33])([CH3:35])[CH3:34])=[O:30])([C:22](=[O:27])[O:23][C@@H:24]3[CH3:26])[CH2:20][C:19]([F:37])([F:38])[C@H:18]2[CH3:39])=[N:13][CH:14]=1)#[N:2]. The catalyst class is: 598. (3) Reactant: [CH:1](OCC)(OCC)OCC.Cl.N1C=CC=CC=1.[C:18]([O:21][CH2:22][CH2:23][CH2:24][NH:25][C:26]1[C:35]2[C:30](=[CH:31][CH:32]=[CH:33][N:34]=2)[N:29]=[CH:28][C:27]=1[NH2:36])(=[O:20])[CH3:19]. Product: [C:18]([O:21][CH2:22][CH2:23][CH2:24][N:25]1[C:26]2[C:35]3[N:34]=[CH:33][CH:32]=[CH:31][C:30]=3[N:29]=[CH:28][C:27]=2[N:36]=[CH:1]1)(=[O:20])[CH3:19]. The catalyst class is: 451. (4) Reactant: [CH3:1][CH2:2][C@@H:3]([C@H:5]1[O:10][C@:9]2([O:15][C@@H:14]3[CH2:16][CH:17]=[C:18]([CH3:61])[C@@H:19]([O:40][C@@H:41]4[O:46][C@@H:45]([CH3:47])[C@H:44]([O:48][C@@H:49]5[O:54][C@@H:53]([CH3:55])[C@H:52]([OH:56])[C@@H:51]([O:57][CH3:58])[CH2:50]5)[C@@H:43]([O:59][CH3:60])[CH2:42]4)[C@@H:20]([CH3:39])[CH:21]=[CH:22][CH:23]=[C:24]4[CH2:25][O:26][C@@H:27]5[C@H:32]([OH:33])[C:31]([CH3:34])=[CH:30][C@@H:29]([C:35]([O:37][C@@H:12]([CH2:13]3)[CH2:11]2)=[O:36])[C@:28]45[OH:38])[CH:8]=[CH:7][C@@H:6]1[CH3:62])[CH3:4].[CH3:63][C@@H:64]1[C@H:88]([O:89][C@@H:90]2[O:95][C@@H:94]([CH3:96])[C@H:93]([O:97][C@@H:98]3[O:103][C@@H:102]([CH3:104])[C@H:101]([OH:105])[C@@H:100]([O:106][CH3:107])[CH2:99]3)[C@@H:92]([O:108][CH3:109])[CH2:91]2)[C:87]([CH3:110])=[CH:86][CH2:85][C@H:84]2[O:111][C@:112]3([O:118][C@H:117]([CH:119]([CH3:121])[CH3:120])[C@@H:116]([CH3:122])[CH:115]=[CH:114]3)[CH2:113][C@H:82]([CH2:83]2)[O:81][C:79](=[O:80])[C@@H:73]2[CH:74]=[C:75]([CH3:78])[C@@H:76]([OH:77])[C@@H:71]3[C@@:72]2([OH:123])[C:68]([CH2:69][O:70]3)=[CH:67][CH:66]=[CH:65]1.CC(C)=O.CC(C)=O.[C:132]([NH2:140])(=[O:139])[C:133]1[CH:138]=[CH:137][CH:136]=[N:135][CH:134]=1. Product: [CH3:1][CH2:2][C@@H:3]([C@H:5]1[O:10][C@:9]2([O:15][C@@H:14]3[CH2:16][CH:17]=[C:18]([CH3:61])[C@@H:19]([O:40][C@@H:41]4[O:46][C@@H:45]([CH3:47])[C@H:44]([O:48][C@@H:49]5[O:54][C@@H:53]([CH3:55])[C@H:52]([OH:56])[C@@H:51]([O:57][CH3:58])[CH2:50]5)[C@@H:43]([O:59][CH3:60])[CH2:42]4)[C@@H:20]([CH3:39])[CH:21]=[CH:22][CH:23]=[C:24]4[CH2:25][O:26][C@@H:27]5[C@H:32]([OH:33])[C:31]([CH3:34])=[CH:30][C@@H:29]([C:35]([O:37][C@@H:12]([CH2:13]3)[CH2:11]2)=[O:36])[C@:28]45[OH:38])[CH:8]=[CH:7][C@@H:6]1[CH3:62])[CH3:4].[CH3:63][C@@H:64]1[C@H:88]([O:89][C@@H:90]2[O:95][C@@H:94]([CH3:96])[C@H:93]([O:97][C@@H:98]3[O:103][C@@H:102]([CH3:104])[C@H:101]([OH:105])[C@@H:100]([O:106][CH3:107])[CH2:99]3)[C@@H:92]([O:108][CH3:109])[CH2:91]2)[C:87]([CH3:110])=[CH:86][CH2:85][C@H:84]2[O:111][C@:112]3([O:118][C@H:117]([CH:119]([CH3:121])[CH3:120])[C@@H:116]([CH3:122])[CH:115]=[CH:114]3)[CH2:113][C@H:82]([CH2:83]2)[O:81][C:79](=[O:80])[C@@H:73]2[CH:74]=[C:75]([CH3:78])[C@@H:76]([OH:77])[C@@H:71]3[C@@:72]2([OH:123])[C:68]([CH2:69][O:70]3)=[CH:67][CH:66]=[CH:65]1.[C:132]([NH2:140])(=[O:139])[C:133]1[CH:138]=[CH:137][CH:136]=[N:135][CH:134]=1. The catalyst class is: 21. (5) Reactant: [H-].[Na+].[C:3]1([OH:13])[C:12]2[C:7](=[CH:8][CH:9]=[CH:10][CH:11]=2)[CH:6]=[CH:5][CH:4]=1.[F:14][C:15]1[CH:20]=[CH:19][C:18]([N+:21]([O-:23])=[O:22])=[C:17](F)[C:16]=1[F:25].Cl. Product: [F:25][C:16]1[C:15]([F:14])=[CH:20][CH:19]=[C:18]([N+:21]([O-:23])=[O:22])[C:17]=1[O:13][C:3]1[C:12]2[C:7](=[CH:8][CH:9]=[CH:10][CH:11]=2)[CH:6]=[CH:5][CH:4]=1. The catalyst class is: 1. (6) Reactant: CC(C)(C)C([NH:5][C:6]1[C:11]([F:12])=[CH:10][C:9]([Cl:13])=[CH:8][C:7]=1[C:14](=[O:19])[C:15]([F:18])([F:17])[F:16])=O.Cl.C([O-])([O-])=O.[K+].[K+]. Product: [NH2:5][C:6]1[C:11]([F:12])=[CH:10][C:9]([Cl:13])=[CH:8][C:7]=1[C:14](=[O:19])[C:15]([F:18])([F:17])[F:16]. The catalyst class is: 57. (7) Reactant: [NH2:1][CH2:2][C:3]1[CH:25]=[CH:24][C:6]([C:7]([NH:9][C:10]2[CH:15]=[CH:14][C:13]([CH2:16][N:17]([CH2:21][CH2:22][CH3:23])[CH2:18][CH2:19][CH3:20])=[CH:12][CH:11]=2)=[O:8])=[CH:5][CH:4]=1.[CH:26](OC)(OC)OC.[NH:33]1[CH:37]=[CH:36][N:35]=[C:34]1[CH:38]=O.[BH4-].[Na+]. Product: [CH2:18]([N:17]([CH2:16][C:13]1[CH:14]=[CH:15][C:10]([NH:9][C:7](=[O:8])[C:6]2[CH:5]=[CH:4][C:3]([CH2:2][NH:1][CH2:38][C:34]3[N:35]([CH3:26])[CH:36]=[CH:37][N:33]=3)=[CH:25][CH:24]=2)=[CH:11][CH:12]=1)[CH2:21][CH2:22][CH3:23])[CH2:19][CH3:20]. The catalyst class is: 5.